From a dataset of Forward reaction prediction with 1.9M reactions from USPTO patents (1976-2016). Predict the product of the given reaction. (1) Given the reactants [CH3:1][C:2]([NH2:25])([CH3:24])[CH2:3][C:4]1[C:12]2[C:7](=[C:8]([O:13][C@@H:14]([CH3:23])[C:15]([N:17]3[CH2:22][CH2:21][O:20][CH2:19][CH2:18]3)=[O:16])[CH:9]=[CH:10][CH:11]=2)[NH:6][CH:5]=1.O.[N:27]1[CH:32]=[CH:31][CH:30]=[C:29]([C@@H:33]2[CH2:35][O:34]2)[CH:28]=1, predict the reaction product. The product is: [CH3:1][C:2]([NH:25][CH2:35][C@@H:33]([C:29]1[CH:28]=[N:27][CH:32]=[CH:31][CH:30]=1)[OH:34])([CH3:24])[CH2:3][C:4]1[C:12]2[C:7](=[C:8]([O:13][C@@H:14]([CH3:23])[C:15]([N:17]3[CH2:22][CH2:21][O:20][CH2:19][CH2:18]3)=[O:16])[CH:9]=[CH:10][CH:11]=2)[NH:6][CH:5]=1. (2) Given the reactants C([O:8][C:9]1[CH:14]=[CH:13][C:12]([NH:15][C:16]2[N:21]=[C:20]([NH:22][CH:23]3[CH2:29][CH2:28][CH2:27][CH2:26][CH2:25][CH2:24]3)[N:19]=[C:18]([N:30]([CH3:37])[CH:31]3[CH2:36][CH2:35][NH:34][CH2:33][CH2:32]3)[N:17]=2)=[CH:11][C:10]=1Cl)C1C=CC=CC=1.C([O-])=O.[NH4+].C(Cl)Cl, predict the reaction product. The product is: [CH:23]1([NH:22][C:20]2[N:19]=[C:18]([N:30]([CH3:37])[CH:31]3[CH2:36][CH2:35][NH:34][CH2:33][CH2:32]3)[N:17]=[C:16]([NH:15][C:12]3[CH:11]=[CH:10][C:9]([OH:8])=[CH:14][CH:13]=3)[N:21]=2)[CH2:24][CH2:25][CH2:26][CH2:27][CH2:28][CH2:29]1. (3) Given the reactants [N+]([O-])(O)=O.[F:5][C:6]1[CH:11]=[CH:10][C:9]([NH:12][C:13]([NH2:15])=[NH:14])=[CH:8][C:7]=1[N+:16]([O-:18])=[O:17].CN(C)[CH:21]=[CH:22][C:23]([C:25]1[CH:26]=[N:27][CH:28]=[CH:29][CH:30]=1)=O, predict the reaction product. The product is: [F:5][C:6]1[CH:11]=[CH:10][C:9]([NH:12][C:13]2[N:15]=[C:23]([C:25]3[CH:26]=[N:27][CH:28]=[CH:29][CH:30]=3)[CH:22]=[CH:21][N:14]=2)=[CH:8][C:7]=1[N+:16]([O-:18])=[O:17].